From a dataset of Forward reaction prediction with 1.9M reactions from USPTO patents (1976-2016). Predict the product of the given reaction. Given the reactants [CH:1]([O:4][C:5]([N:7]1[C@H:16]([C:17](O)=[O:18])[CH2:15][C:14]2[C:9](=[CH:10][C:11]([OH:23])=[C:12]([N+:20]([O-:22])=[O:21])[CH:13]=2)[CH2:8]1)=[O:6])([CH3:3])[CH3:2].Cl.[CH3:25][O:26][C:27](=[O:45])[C@@H:28]([NH2:44])[CH2:29][C:30]1[CH:35]=[CH:34][C:33]([C:36]2[CH:41]=[CH:40][C:39]([C:42]#[N:43])=[CH:38][CH:37]=2)=[CH:32][CH:31]=1, predict the reaction product. The product is: [CH:1]([O:4][C:5]([N:7]1[C@H:16]([C:17](=[O:18])[NH:44][C@H:28]([C:27]([O:26][CH3:25])=[O:45])[CH2:29][C:30]2[CH:31]=[CH:32][C:33]([C:36]3[CH:41]=[CH:40][C:39]([C:42]#[N:43])=[CH:38][CH:37]=3)=[CH:34][CH:35]=2)[CH2:15][C:14]2[C:9](=[CH:10][C:11]([OH:23])=[C:12]([N+:20]([O-:22])=[O:21])[CH:13]=2)[CH2:8]1)=[O:6])([CH3:2])[CH3:3].